This data is from Forward reaction prediction with 1.9M reactions from USPTO patents (1976-2016). The task is: Predict the product of the given reaction. (1) Given the reactants [NH:1]1[C:9]2[C:4](=[CH:5][CH:6]=[CH:7][CH:8]=2)[C:3]([C:10]([OH:12])=O)=[CH:2]1.[CH2:13]1[C@H:22]2[C@H:17]([CH2:18][CH2:19][C:20]3[CH:26]=[CH:25][CH:24]=[CH:23][C:21]=32)[NH:16][CH2:15][CH2:14]1.F[P-](F)(F)(F)(F)F.N1(OC(N(C)C)=[N+](C)C)C2N=CC=CC=2N=N1, predict the reaction product. The product is: [CH2:13]1[C@H:22]2[C@H:17]([CH2:18][CH2:19][C:20]3[CH:26]=[CH:25][CH:24]=[CH:23][C:21]=32)[N:16]([C:10]([C:3]2[C:4]3[C:9](=[CH:8][CH:7]=[CH:6][CH:5]=3)[NH:1][CH:2]=2)=[O:12])[CH2:15][CH2:14]1. (2) Given the reactants [Cl:1][C:2]1[C:7]([N+:8]([O-:10])=[O:9])=[C:6](Cl)[CH:5]=[C:4]([CH3:12])[N:3]=1.[C:13]([O:17][C:18](=[O:29])[NH:19][CH2:20][CH2:21][C:22]1[CH:27]=[CH:26][C:25]([NH2:28])=[CH:24][CH:23]=1)([CH3:16])([CH3:15])[CH3:14], predict the reaction product. The product is: [Cl:1][C:2]1[C:7]([N+:8]([O-:10])=[O:9])=[C:6]([NH:28][C:25]2[CH:24]=[CH:23][C:22]([CH2:21][CH2:20][NH:19][C:18](=[O:29])[O:17][C:13]([CH3:15])([CH3:14])[CH3:16])=[CH:27][CH:26]=2)[CH:5]=[C:4]([CH3:12])[N:3]=1. (3) Given the reactants C([O:3][C:4]([C:6]1[C:14]2[C:9](=[CH:10][C:11]([O:15][CH3:16])=[CH:12][CH:13]=2)[N:8]([CH3:17])[C:7]=1[C:18]([F:21])([F:20])[F:19])=[O:5])C.[OH-].[K+].Cl, predict the reaction product. The product is: [CH3:16][O:15][C:11]1[CH:10]=[C:9]2[C:14]([C:6]([C:4]([OH:5])=[O:3])=[C:7]([C:18]([F:20])([F:21])[F:19])[N:8]2[CH3:17])=[CH:13][CH:12]=1. (4) Given the reactants [CH:1]1([C:6]([N:8]2[CH2:14][CH2:13][C:12]3[CH:15]=[C:16]([O:19][CH2:20][CH2:21][CH2:22][N:23]4[CH2:28][CH2:27][CH2:26][CH2:25][CH2:24]4)[CH:17]=[CH:18][C:11]=3[CH2:10][CH2:9]2)=O)[CH2:5][CH2:4][CH2:3][CH2:2]1.[H-].[Al+3].[Li+].[H-].[H-].[H-], predict the reaction product. The product is: [CH:1]1([CH2:6][N:8]2[CH2:14][CH2:13][C:12]3[CH:15]=[C:16]([O:19][CH2:20][CH2:21][CH2:22][N:23]4[CH2:24][CH2:25][CH2:26][CH2:27][CH2:28]4)[CH:17]=[CH:18][C:11]=3[CH2:10][CH2:9]2)[CH2:2][CH2:3][CH2:4][CH2:5]1. (5) Given the reactants [OH:1][C:2]1[CH:11]=[CH:10][C:5]([C:6]([O:8][CH3:9])=[O:7])=[CH:4][C:3]=1[C:12]([F:15])([F:14])[F:13].[CH3:16][N:17]1[CH2:22][CH2:21][CH:20](O)[CH2:19][CH2:18]1.C1C=CC(P(C2C=CC=CC=2)C2C=CC=CC=2)=CC=1, predict the reaction product. The product is: [CH3:16][N:17]1[CH2:22][CH2:21][CH:20]([O:1][C:2]2[CH:11]=[CH:10][C:5]([C:6]([O:8][CH3:9])=[O:7])=[CH:4][C:3]=2[C:12]([F:13])([F:14])[F:15])[CH2:19][CH2:18]1. (6) Given the reactants [F:1][C:2]([F:7])([F:6])[C:3]([OH:5])=[O:4].[NH2:8][C@H:9]1[CH2:13][C@@H:12]([N:14]2[CH:22]=[N:21][C:20]3[C:15]2=[N:16][C:17]([Cl:24])=[N:18][C:19]=3[NH2:23])[C@H:11]([OH:25])[C@@H:10]1[OH:26].C(N(C(C)C)CC)(C)C.[C:36](Cl)(=[O:39])[CH2:37][CH3:38], predict the reaction product. The product is: [F:1][C:2]([F:7])([F:6])[C:3]([OH:5])=[O:4].[NH2:23][C:19]1[N:18]=[C:17]([Cl:24])[N:16]=[C:15]2[C:20]=1[N:21]=[CH:22][N:14]2[C@@H:12]1[CH2:13][C@H:9]([NH:8][C:36](=[O:39])[CH2:37][CH3:38])[C@@H:10]([OH:26])[C@H:11]1[OH:25]. (7) Given the reactants [CH3:1][O:2][C:3](=[O:11])[C:4]1[CH:9]=[CH:8][N:7]=[C:6]([NH2:10])[CH:5]=1.C1C(=O)N([Br:19])C(=O)C1, predict the reaction product. The product is: [CH3:1][O:2][C:3](=[O:11])[C:4]1[C:9]([Br:19])=[CH:8][N:7]=[C:6]([NH2:10])[CH:5]=1. (8) Given the reactants [CH2:1]([N:5]1[C:10](=[O:11])[CH2:9][C:8]([CH3:13])([CH3:12])[CH2:7][C:6]1=[O:14])[CH:2]([CH3:4])[CH3:3].[H-].[Al+3].[Li+].[H-].[H-].[H-].O.O.O.O.O.O.O.O.O.O.S([O-])([O-])(=O)=O.[Na+].[Na+], predict the reaction product. The product is: [OH:11][CH:10]1[N:5]([CH2:1][CH:2]([CH3:3])[CH3:4])[C:6](=[O:14])[CH2:7][C:8]([CH3:13])([CH3:12])[CH2:9]1.